From a dataset of NCI-60 drug combinations with 297,098 pairs across 59 cell lines. Regression. Given two drug SMILES strings and cell line genomic features, predict the synergy score measuring deviation from expected non-interaction effect. (1) Drug 1: C1=CN(C=N1)CC(O)(P(=O)(O)O)P(=O)(O)O. Drug 2: CCN(CC)CCCC(C)NC1=C2C=C(C=CC2=NC3=C1C=CC(=C3)Cl)OC. Cell line: COLO 205. Synergy scores: CSS=1.72, Synergy_ZIP=2.12, Synergy_Bliss=-1.26, Synergy_Loewe=-21.0, Synergy_HSA=-5.31. (2) Drug 1: C1=CC(=CC=C1C#N)C(C2=CC=C(C=C2)C#N)N3C=NC=N3. Drug 2: C1=CC=C(C(=C1)C(C2=CC=C(C=C2)Cl)C(Cl)Cl)Cl. Cell line: HCT116. Synergy scores: CSS=6.33, Synergy_ZIP=-3.95, Synergy_Bliss=-4.84, Synergy_Loewe=-9.53, Synergy_HSA=-5.29. (3) Drug 1: CCN(CC)CCCC(C)NC1=C2C=C(C=CC2=NC3=C1C=CC(=C3)Cl)OC. Drug 2: CC(C)NC(=O)C1=CC=C(C=C1)CNNC.Cl. Cell line: HT29. Synergy scores: CSS=33.1, Synergy_ZIP=6.78, Synergy_Bliss=8.13, Synergy_Loewe=-9.36, Synergy_HSA=4.46.